From a dataset of Peptide-MHC class I binding affinity with 185,985 pairs from IEDB/IMGT. Regression. Given a peptide amino acid sequence and an MHC pseudo amino acid sequence, predict their binding affinity value. This is MHC class I binding data. (1) The peptide sequence is LEREQIPTLI. The MHC is HLA-B44:03 with pseudo-sequence HLA-B44:03. The binding affinity (normalized) is 0.126. (2) The peptide sequence is GQQRSTLERTSKASL. The MHC is HLA-B57:01 with pseudo-sequence HLA-B57:01. The binding affinity (normalized) is 0.00625. (3) The MHC is HLA-A02:01 with pseudo-sequence HLA-A02:01. The peptide sequence is MMKTYIEFV. The binding affinity (normalized) is 0.857.